From a dataset of NCI-60 drug combinations with 297,098 pairs across 59 cell lines. Regression. Given two drug SMILES strings and cell line genomic features, predict the synergy score measuring deviation from expected non-interaction effect. (1) Drug 1: CC1=CC2C(CCC3(C2CCC3(C(=O)C)OC(=O)C)C)C4(C1=CC(=O)CC4)C. Drug 2: CC1=C2C(C(=O)C3(C(CC4C(C3C(C(C2(C)C)(CC1OC(=O)C(C(C5=CC=CC=C5)NC(=O)OC(C)(C)C)O)O)OC(=O)C6=CC=CC=C6)(CO4)OC(=O)C)O)C)O. Cell line: MOLT-4. Synergy scores: CSS=74.4, Synergy_ZIP=14.0, Synergy_Bliss=11.3, Synergy_Loewe=-31.3, Synergy_HSA=13.3. (2) Drug 1: CCCCC(=O)OCC(=O)C1(CC(C2=C(C1)C(=C3C(=C2O)C(=O)C4=C(C3=O)C=CC=C4OC)O)OC5CC(C(C(O5)C)O)NC(=O)C(F)(F)F)O. Drug 2: CC(C)CN1C=NC2=C1C3=CC=CC=C3N=C2N. Cell line: RXF 393. Synergy scores: CSS=39.1, Synergy_ZIP=-7.09, Synergy_Bliss=-13.4, Synergy_Loewe=-14.1, Synergy_HSA=-14.2.